The task is: Binary Classification. Given a drug SMILES string, predict its activity (active/inactive) in a high-throughput screening assay against a specified biological target.. This data is from Serine/threonine kinase 33 screen with 319,792 compounds. The drug is Clc1cc2c(=O)c(CN(CCCC)C)c([nH]c2cc1)C. The result is 0 (inactive).